This data is from Reaction yield outcomes from USPTO patents with 853,638 reactions. The task is: Predict the reaction yield, written as a fraction of the theoretical maximum amount of product (1.0 means a 100% yield; for example, 0.34 means a 34% yield). (1) The reactants are [F:1][C:2]1[CH:10]=[C:9]2[C:5]([CH:6]=[C:7]([C:11]([CH3:16])([CH3:15])[CH2:12][CH2:13][OH:14])[NH:8]2)=[CH:4][C:3]=1[N+:17]([O-:19])=[O:18].[CH3:20][C:21]([Si:24](Cl)([CH3:26])[CH3:25])([CH3:23])[CH3:22].N1C=CN=C1. The catalyst is C(Cl)Cl. The product is [Si:24]([O:14][CH2:13][CH2:12][C:11]([C:7]1[NH:8][C:9]2[C:5]([CH:6]=1)=[CH:4][C:3]([N+:17]([O-:19])=[O:18])=[C:2]([F:1])[CH:10]=2)([CH3:16])[CH3:15])([C:21]([CH3:23])([CH3:22])[CH3:20])([CH3:26])[CH3:25]. The yield is 0.530. (2) The reactants are [Cl:1][C:2]1[CH:7]=[C:6]([NH:8][C:9]2[CH:10]=[C:11]([CH:15]=[CH:16][CH:17]=2)C(O)=O)[C:5]([Cl:18])=[CH:4][N:3]=1.C[N:20]([CH3:29])CCCN=C=NCC.[OH:30]N1C2C=CC=CC=2N=N1.C(N(C(C)C)CC)(C)C.[C:49]([O-])(O)=[O:50].[Na+]. The catalyst is CN(C)C=O.C(Cl)Cl. The product is [Cl:1][C:2]1[CH:7]=[C:6]([NH:8][C:9]2[CH:17]=[CH:16][CH:15]=[CH:11][C:10]=2[C:29]([NH:20][O:50][CH3:49])=[O:30])[C:5]([Cl:18])=[CH:4][N:3]=1. The yield is 0.580. (3) The reactants are C[O:2][C:3]1[C:4](=O)[CH:5]([C:11](=O)[C:12]([O:14][CH2:15][CH3:16])=[O:13])[CH2:6][C:7]([CH3:10])([CH3:9])[CH:8]=1.[CH3:19][NH:20][NH2:21]. The catalyst is C(O)(=O)C.O. The product is [CH3:19][N:20]1[C:4]2[C:3](=[O:2])[CH2:8][C:7]([CH3:10])([CH3:9])[CH2:6][C:5]=2[C:11]([C:12]([O:14][CH2:15][CH3:16])=[O:13])=[N:21]1. The yield is 0.676. (4) The reactants are [CH3:1][NH:2][C:3]([C:5]1[C:9]2[CH:10]=[C:11]([O:19][CH:20]([CH3:22])[CH3:21])[C:12]([NH:14][S:15]([CH3:18])(=[O:17])=[O:16])=[CH:13][C:8]=2[O:7][C:6]=1[C:23]1[CH:28]=[CH:27][C:26]([F:29])=[CH:25][CH:24]=1)=[O:4].C(=O)([O-])[O-].[K+].[K+].Cl[CH2:37][C:38](=[O:40])[CH3:39]. The catalyst is CC(=O)CC. The product is [CH3:1][NH:2][C:3]([C:5]1[C:9]2[CH:10]=[C:11]([O:19][CH:20]([CH3:22])[CH3:21])[C:12]([N:14]([S:15]([CH3:18])(=[O:16])=[O:17])[CH2:37][C:38](=[O:40])[CH3:39])=[CH:13][C:8]=2[O:7][C:6]=1[C:23]1[CH:28]=[CH:27][C:26]([F:29])=[CH:25][CH:24]=1)=[O:4]. The yield is 0.940.